Task: Predict the reaction yield, written as a fraction of the theoretical maximum amount of product (1.0 means a 100% yield; for example, 0.34 means a 34% yield).. Dataset: Reaction yield outcomes from USPTO patents with 853,638 reactions (1) The reactants are [Cl:1][C:2]1[CH:16]=[CH:15][C:5]([CH2:6][O:7][C:8]2[CH:13]=[CH:12][NH:11][C:10](=[O:14])[CH:9]=2)=[CH:4][CH:3]=1.Br[C:18]1[CH:26]=[C:25]2[C:21]([C:22]3[CH2:31][CH2:30][N:29]([CH3:32])[CH2:28][C:23]=3[N:24]2[CH3:27])=[CH:20][CH:19]=1. No catalyst specified. The product is [ClH:1].[Cl:1][C:2]1[CH:16]=[CH:15][C:5]([CH2:6][O:7][C:8]2[CH:13]=[CH:12][N:11]([C:18]3[CH:26]=[C:25]4[C:21]([C:22]5[CH2:31][CH2:30][N:29]([CH3:32])[CH2:28][C:23]=5[N:24]4[CH3:27])=[CH:20][CH:19]=3)[C:10](=[O:14])[CH:9]=2)=[CH:4][CH:3]=1. The yield is 0.170. (2) The yield is 0.520. The catalyst is C(Cl)Cl. The reactants are [CH3:1][C:2]1[CH:10]=[CH:9][C:8]([N+:11]([O-:13])=[O:12])=[CH:7][C:3]=1[C:4](O)=O.CN(C)[CH:16]=[O:17].[C:19](Cl)(=[O:23])[C:20](Cl)=O.[Si](C=[N+]=[N-])(C)(C)C. The product is [CH3:1][C:2]1[CH:10]=[CH:9][C:8]([N+:11]([O-:13])=[O:12])=[CH:7][C:3]=1[CH2:4][C:16]([O:23][CH2:19][C:20]1[CH:9]=[CH:10][CH:2]=[CH:3][CH:4]=1)=[O:17]. (3) The reactants are [CH3:1][O:2][C:3](=[O:34])[C:4]1[CH:9]=[CH:8][C:7]([CH2:10][N:11]2[CH:16]([C:17]3[C:22]([CH3:23])=[CH:21][CH:20]=[CH:19][N:18]=3)[CH2:15][CH2:14][CH2:13][CH:12]2[C:24]2[C:29]([CH3:30])=[CH:28][CH:27]=[CH:26][N:25]=2)=[C:6]([N+:31]([O-])=O)[CH:5]=1. The catalyst is CO.CCOC(C)=O.[Pd]. The product is [CH3:1][O:2][C:3](=[O:34])[C:4]1[CH:9]=[CH:8][C:7]([CH2:10][N:11]2[CH:12]([C:24]3[C:29]([CH3:30])=[CH:28][CH:27]=[CH:26][N:25]=3)[CH2:13][CH2:14][CH2:15][CH:16]2[C:17]2[C:22]([CH3:23])=[CH:21][CH:20]=[CH:19][N:18]=2)=[C:6]([NH2:31])[CH:5]=1. The yield is 0.690. (4) The catalyst is C1(C)C=CC=CC=1. The reactants are CC1C=CC(S(O[C@H:12]([CH2:15][CH:16]([CH3:21])[CH2:17][CH2:18][CH:19]=[CH2:20])[CH2:13][CH3:14])(=O)=O)=CC=1.[CH2:22]([O:24][C:25](=[O:41])[CH2:26][N:27]=[C:28]([C:35]1[CH:40]=[CH:39][CH:38]=[CH:37][CH:36]=1)[C:29]1[CH:34]=[CH:33][CH:32]=[CH:31][CH:30]=1)[CH3:23].[Li+].C[Si]([N-][Si](C)(C)C)(C)C. The product is [C:29]1([C:28](=[N:27][CH:26]([C@H:12]([CH2:13][CH3:14])[CH2:15][CH:16]([CH3:21])[CH2:17][CH2:18][CH:19]=[CH2:20])[C:25]([O:24][CH2:22][CH3:23])=[O:41])[C:35]2[CH:40]=[CH:39][CH:38]=[CH:37][CH:36]=2)[CH:30]=[CH:31][CH:32]=[CH:33][CH:34]=1. The yield is 0.357. (5) The reactants are COP([CH2:7][C:8](=[O:22])[CH2:9][CH2:10][CH2:11][CH2:12][C:13]1[N:18]=[C:17]2[NH:19][CH2:20][CH2:21][C:16]2=[CH:15][CH:14]=1)(=O)OC.[CH3:23][C:24]1[N:29]=[CH:28][C:27]([CH:30]=O)=[CH:26][N:25]=1.C([O-])([O-])=O.[K+].[K+]. The catalyst is CN(C=O)C. The product is [NH:19]1[C:17]2=[N:18][C:13]([CH2:12][CH2:11][CH2:10][CH2:9][C:8](=[O:22])[CH:7]=[CH:30][C:27]3[CH:26]=[N:25][C:24]([CH3:23])=[N:29][CH:28]=3)=[CH:14][CH:15]=[C:16]2[CH2:21][CH2:20]1. The yield is 0.830. (6) The reactants are Br[C:2]1[CH:6]=[CH:5][S:4][C:3]=1[C:7]1[S:8][CH:9]=[CH:10][C:11]=1Br.CC(C)([O-])C.[Na+].[CH2:19]([CH:21]([CH2:24][CH2:25][CH2:26][CH3:27])[CH2:22][NH2:23])[CH3:20].CCCCCC.ClCCl. The catalyst is C1(C)C=CC=CC=1.[Pd].C1C=CC(P(C2C=CC=CC=2)[C-]2C=CC=C2)=CC=1.C1C=CC(P(C2C=CC=CC=2)[C-]2C=CC=C2)=CC=1.[Fe+2]. The product is [CH2:19]([CH:21]([CH2:24][CH2:25][CH2:26][CH3:27])[CH2:22][N:23]1[C:11]2[CH:10]=[CH:9][S:8][C:7]=2[C:3]2[S:4][CH:5]=[CH:6][C:2]1=2)[CH3:20]. The yield is 0.839. (7) The reactants are Cl[C:2]1[CH:7]=[C:6]([CH3:8])[N:5]=[CH:4][N:3]=1.[C:9]1(B(O)O)[CH:14]=[CH:13][CH:12]=[CH:11][CH:10]=1.C(=O)([O-])[O-].[Na+].[Na+]. The catalyst is Cl[Pd](Cl)([P](C1C=CC=CC=1)(C1C=CC=CC=1)C1C=CC=CC=1)[P](C1C=CC=CC=1)(C1C=CC=CC=1)C1C=CC=CC=1.ClCCl.O.C(#N)C. The product is [CH3:8][C:6]1[CH:7]=[C:2]([C:9]2[CH:14]=[CH:13][CH:12]=[CH:11][CH:10]=2)[N:3]=[CH:4][N:5]=1. The yield is 0.460.